From a dataset of Reaction yield outcomes from USPTO patents with 853,638 reactions. Predict the reaction yield, written as a fraction of the theoretical maximum amount of product (1.0 means a 100% yield; for example, 0.34 means a 34% yield). (1) The reactants are [CH2:1]1[CH2:6][C@H:5]([C:7]([OH:9])=[O:8])[CH2:4][CH2:3][C@H:2]1[CH2:10][NH2:11].[CH3:12][CH:13]([CH3:35])[C:14]([O:16][CH2:17][C:18]1(OC(ON2C(=O)CCC2=O)=O)[CH2:23][CH2:22][CH2:21][CH2:20][CH2:19]1)=[O:15].CC([O:40][CH3:41])(C)C.CC(C)=[O:44].O. No catalyst specified. The product is [CH3:35][CH:13]([CH3:12])[C:14]([O:16][CH:17]([CH:18]1[CH2:19][CH2:20][CH2:21][CH2:22][CH2:23]1)[O:44][C:41]([NH:11][CH2:10][C@H:2]1[CH2:3][CH2:4][C@H:5]([C:7]([OH:9])=[O:8])[CH2:6][CH2:1]1)=[O:40])=[O:15]. The yield is 0.430. (2) The reactants are C[O:2][C:3](=[O:24])[CH:4]([C:11]1[CH:16]=[CH:15][C:14]([S:17]([CH3:20])(=[O:19])=[O:18])=[C:13]([N+:21]([O-:23])=[O:22])[CH:12]=1)[CH2:5][CH:6]1[CH2:10][CH2:9][CH2:8][CH2:7]1.[OH-].[Li+].Cl.C(OCC)(=O)C. The catalyst is O1CCCC1.O. The product is [CH:6]1([CH2:5][CH:4]([C:11]2[CH:16]=[CH:15][C:14]([S:17]([CH3:20])(=[O:19])=[O:18])=[C:13]([N+:21]([O-:23])=[O:22])[CH:12]=2)[C:3]([OH:24])=[O:2])[CH2:10][CH2:9][CH2:8][CH2:7]1. The yield is 0.880.